This data is from Reaction yield outcomes from USPTO patents with 853,638 reactions. The task is: Predict the reaction yield, written as a fraction of the theoretical maximum amount of product (1.0 means a 100% yield; for example, 0.34 means a 34% yield). (1) The reactants are [CH2:1]([O:3][C:4]1[C:8]([CH2:9][CH2:10][CH2:11][OH:12])=[CH:7][N:6]([C:13]2[CH:18]=[CH:17][C:16]([C:19]([F:22])([F:21])[F:20])=[CH:15][N:14]=2)[N:5]=1)[CH3:2].O[C:24]1[C:29]([O:30][CH3:31])=[CH:28][CH:27]=[CH:26][C:25]=1[CH2:32][CH2:33][C:34]([O:36]CC)=[O:35].C(P(CCCC)CCCC)CCC.N(C(N1CCCCC1)=O)=NC(N1CCCCC1)=O. The catalyst is O1CCCC1. The product is [CH2:1]([O:3][C:4]1[C:8]([CH2:9][CH2:10][CH2:11][O:12][C:24]2[C:29]([O:30][CH3:31])=[CH:28][CH:27]=[CH:26][C:25]=2[CH2:32][CH2:33][C:34]([OH:36])=[O:35])=[CH:7][N:6]([C:13]2[CH:18]=[CH:17][C:16]([C:19]([F:21])([F:20])[F:22])=[CH:15][N:14]=2)[N:5]=1)[CH3:2]. The yield is 0.770. (2) The reactants are [N:1]([C:4]1[CH:5]=[C:6]([O:16][CH3:17])[C:7]2[N:8]([C:10]([CH:13]([F:15])[F:14])=[N:11][N:12]=2)[CH:9]=1)=[N+]=[N-].[Cl:18][C:19]1[CH:24]=[CH:23][C:22]([C:25](=O)[C:26]([O:28][CH2:29][CH3:30])=[O:27])=[CH:21][CH:20]=1.C1(P(C2C=CC=CC=2)C2C=CC=CC=2)C=CC=CC=1.C([O-])(O)=O.[Na+]. The catalyst is C1COCC1. The product is [Cl:18][C:19]1[CH:20]=[CH:21][C:22](/[C:25](=[N:1]\[C:4]2[CH:5]=[C:6]([O:16][CH3:17])[C:7]3[N:8]([C:10]([CH:13]([F:15])[F:14])=[N:11][N:12]=3)[CH:9]=2)/[C:26]([O:28][CH2:29][CH3:30])=[O:27])=[CH:23][CH:24]=1. The yield is 0.580. (3) The reactants are [NH2:1][C:2]1[C:3]2[C:10]([C:11](=[S:13])[NH2:12])=[CH:9][N:8]([C@@H:14]3[O:24][C@H:23]4[C@@H:16]([O:17][Si:18]([CH:34]([CH3:36])[CH3:35])([CH:31]([CH3:33])[CH3:32])[O:19][Si:20]([CH:28]([CH3:30])[CH3:29])([CH:25]([CH3:27])[CH3:26])[O:21][CH2:22]4)[C@H:15]3[OH:37])[C:4]=2[N:5]=[CH:6][N:7]=1.[F:38][C:39]([F:52])([F:51])[S:40](O[S:40]([C:39]([F:52])([F:51])[F:38])(=[O:42])=[O:41])(=[O:42])=[O:41]. The catalyst is N1C=CC=CC=1. The product is [F:38][C:39]([F:52])([F:51])[S:40]([O:37][C@@H:15]1[C@@H:16]2[O:17][Si:18]([CH:31]([CH3:33])[CH3:32])([CH:34]([CH3:36])[CH3:35])[O:19][Si:20]([CH:28]([CH3:29])[CH3:30])([CH:25]([CH3:26])[CH3:27])[O:21][CH2:22][C@H:23]2[O:24][C@H:14]1[N:8]1[C:4]2[N:5]=[CH:6][N:7]=[C:2]([NH2:1])[C:3]=2[C:10]([C:11](=[S:13])[NH2:12])=[CH:9]1)(=[O:42])=[O:41]. The yield is 0.510. (4) The reactants are [N+:1]([O-:4])(O)=[O:2].[CH2:5]([O:12][C:13]1[CH:20]=[CH:19][C:16]([C:17]#[N:18])=[CH:15][C:14]=1[O:21][CH3:22])[C:6]1[CH:11]=[CH:10][CH:9]=[CH:8][CH:7]=1. The catalyst is C(O)(=O)C. The product is [CH2:5]([O:12][C:13]1[CH:20]=[C:19]([N+:1]([O-:4])=[O:2])[C:16]([C:17]#[N:18])=[CH:15][C:14]=1[O:21][CH3:22])[C:6]1[CH:7]=[CH:8][CH:9]=[CH:10][CH:11]=1. The yield is 0.850. (5) The reactants are [NH2:1][C:2]1[O:3][C:4]2[C:5](=[C:7]([OH:11])[CH:8]=[CH:9][CH:10]=2)[N:6]=1.[H-].[Na+].I[CH3:15]. The catalyst is O1CCCC1. The product is [CH3:15][O:11][C:7]1[C:5]2[N:6]=[C:2]([NH2:1])[O:3][C:4]=2[CH:10]=[CH:9][CH:8]=1. The yield is 0.690. (6) The reactants are [F:1][C:2]([F:22])([F:21])[O:3][C:4]1[CH:9]=[CH:8][C:7]([N:10]2[CH2:15][CH2:14][N:13]([CH3:16])[CH2:12][CH2:11]2)=[CH:6][C:5]=1[NH:17]C(=O)C.[ClH:23]. The product is [ClH:23].[ClH:23].[ClH:23].[F:22][C:2]([F:1])([F:21])[O:3][C:4]1[CH:9]=[CH:8][C:7]([N:10]2[CH2:15][CH2:14][N:13]([CH3:16])[CH2:12][CH2:11]2)=[CH:6][C:5]=1[NH2:17]. The catalyst is CCO. The yield is 1.00.